This data is from Catalyst prediction with 721,799 reactions and 888 catalyst types from USPTO. The task is: Predict which catalyst facilitates the given reaction. Reactant: [OH:1][C:2]1[CH:7]=[CH:6][C:5]([CH2:8][NH:9][C:10](=[O:18])[C:11]2[CH:16]=[CH:15][CH:14]=[N:13][C:12]=2[NH2:17])=[CH:4][CH:3]=1.Cl[CH2:20][CH2:21][CH2:22][CH2:23][C:24]#[CH:25].C(=O)([O-])[O-].[Cs+].[Cs+].CN(C=O)C. Product: [CH2:25]([O:1][C:2]1[CH:3]=[CH:4][C:5]([CH2:8][NH:9][C:10](=[O:18])[C:11]2[CH:16]=[CH:15][CH:14]=[N:13][C:12]=2[NH2:17])=[CH:6][CH:7]=1)[CH2:24][CH2:23][CH2:22][C:21]#[CH:20]. The catalyst class is: 6.